This data is from Clinical trial toxicity outcomes and FDA approval status for drugs. The task is: Regression/Classification. Given a drug SMILES string, predict its toxicity properties. Task type varies by dataset: regression for continuous values (e.g., LD50, hERG inhibition percentage) or binary classification for toxic/non-toxic outcomes (e.g., AMES mutagenicity, cardiotoxicity, hepatotoxicity). Dataset: clintox. (1) The compound is CC(=O)O[C@]1(C(C)=O)CC[C@H]2[C@@H]3CCC4=CC(=O)CCC4=C3[C@@H](c3ccc(N(C)C)cc3)C[C@@]21C. The result is 0 (passed clinical trial). (2) The compound is CCC(C)C1NC(=O)C(Cc2ccc(O)cc2)NC(=O)C([NH3+])CSSCC(C(=O)N2CCCC2C(=O)NC(CC(C)C)C(=O)NCC(N)=O)NC(=O)C(CC(N)=O)NC(=O)C(C(C)O)NC1=O. The result is 0 (passed clinical trial). (3) The compound is O=C(OCc1ccccc1)c1ccccc1. The result is 0 (passed clinical trial). (4) The drug is C[n+]1ccccc1/C=N/O. The result is 0 (passed clinical trial). (5) The compound is OCC[NH+]1C[C@H](O)[C@@H](O)[C@H](O)[C@H]1CO. The result is 0 (passed clinical trial). (6) The drug is O=C(NS(=O)(=O)c1ccc(Br)s1)c1ccc(Cl)cc1Cl. The result is 1 (failed clinical trial for toxicity). (7) The drug is CC(=O)N[C@@H](CS)C(=O)[O-]. The result is 0 (passed clinical trial). (8) The drug is COc1c(C)c2c(c(O)c1C/C=C(\C)CCC(=O)OCCN1CCOCC1)C(=O)OC2. The result is 1 (failed clinical trial for toxicity). (9) The molecule is CC(=O)OCC(=O)[C@@]1(O)CC[C@H]2[C@@H]3CCC4=CC(=O)CC[C@]4(C)[C@H]3[C@@H](O)C[C@@]21C. The result is 0 (passed clinical trial).